This data is from Full USPTO retrosynthesis dataset with 1.9M reactions from patents (1976-2016). The task is: Predict the reactants needed to synthesize the given product. (1) Given the product [CH:40]1([N:14]2[C:15]3[C:11](=[CH:10][C:9]([C:6]4[CH:5]=[CH:4][C:3]([C:1]#[N:2])=[CH:8][CH:7]=4)=[CH:17][C:16]=3[CH2:18][O:19][CH2:20][C:21]3([C:34]4[CH:35]=[CH:36][CH:37]=[CH:38][CH:39]=4)[CH2:26][CH2:25][N:24]([CH3:27])[CH2:23][CH2:22]3)[CH:12]=[N:13]2)[CH2:41][CH2:42]1, predict the reactants needed to synthesize it. The reactants are: [C:1]([C:3]1[CH:8]=[CH:7][C:6]([C:9]2[CH:10]=[C:11]3[C:15](=[C:16]([CH2:18][O:19][CH2:20][C:21]4([C:34]5[CH:39]=[CH:38][CH:37]=[CH:36][CH:35]=5)[CH2:26][CH2:25][N:24]([C:27](OC(C)(C)C)=O)[CH2:23][CH2:22]4)[CH:17]=2)[N:14]([CH:40]2[CH2:42][CH2:41]2)[N:13]=[CH:12]3)=[CH:5][CH:4]=1)#[N:2].C([BH3-])#N.[Na+].C=O. (2) Given the product [OH:38][C@H:24]([CH2:25][S:26][C:27]1[N:31]([C:32]2[CH:37]=[CH:36][CH:35]=[CH:34][CH:33]=2)[N:30]=[N:29][N:28]=1)[CH2:23][C:22](=[O:21])[CH2:16][C:15]([N:14]([CH3:18])[CH3:13])=[O:17], predict the reactants needed to synthesize it. The reactants are: C(NC(C)C)(C)C.C(N)CCC.[CH3:13][N:14]([CH3:18])[C:15](=[O:17])[CH3:16].C([O:21][C:22](=O)[CH2:23][C@H:24]([OH:38])[CH2:25][S:26][C:27]1[N:31]([C:32]2[CH:37]=[CH:36][CH:35]=[CH:34][CH:33]=2)[N:30]=[N:29][N:28]=1)C.